From a dataset of Merck oncology drug combination screen with 23,052 pairs across 39 cell lines. Regression. Given two drug SMILES strings and cell line genomic features, predict the synergy score measuring deviation from expected non-interaction effect. (1) Drug 1: O=P1(N(CCCl)CCCl)NCCCO1. Drug 2: Cn1c(=O)n(-c2ccc(C(C)(C)C#N)cc2)c2c3cc(-c4cnc5ccccc5c4)ccc3ncc21. Cell line: NCIH1650. Synergy scores: synergy=17.1. (2) Drug 1: N#Cc1ccc(Cn2cncc2CN2CCN(c3cccc(Cl)c3)C(=O)C2)cc1. Drug 2: O=C(O)C1(Cc2cccc(Nc3nccs3)n2)CCC(Oc2cccc(Cl)c2F)CC1. Cell line: NCIH460. Synergy scores: synergy=-0.231. (3) Drug 1: CN(Cc1cnc2nc(N)nc(N)c2n1)c1ccc(C(=O)NC(CCC(=O)O)C(=O)O)cc1. Drug 2: C#Cc1cccc(Nc2ncnc3cc(OCCOC)c(OCCOC)cc23)c1. Cell line: KPL1. Synergy scores: synergy=1.83. (4) Drug 1: CCN(CC)CCNC(=O)c1c(C)[nH]c(C=C2C(=O)Nc3ccc(F)cc32)c1C. Drug 2: COC1=C2CC(C)CC(OC)C(O)C(C)C=C(C)C(OC(N)=O)C(OC)C=CC=C(C)C(=O)NC(=CC1=O)C2=O. Cell line: KPL1. Synergy scores: synergy=-0.645. (5) Drug 1: COC12C(COC(N)=O)C3=C(C(=O)C(C)=C(N)C3=O)N1CC1NC12. Drug 2: O=C(CCCCCCC(=O)Nc1ccccc1)NO. Cell line: SW837. Synergy scores: synergy=12.8. (6) Cell line: HT29. Drug 1: Cc1nc(Nc2ncc(C(=O)Nc3c(C)cccc3Cl)s2)cc(N2CCN(CCO)CC2)n1. Drug 2: NC1CCCCC1N.O=C(O)C(=O)O.[Pt+2]. Synergy scores: synergy=11.8. (7) Drug 1: O=C(CCCCCCC(=O)Nc1ccccc1)NO. Drug 2: CNC(=O)c1cc(Oc2ccc(NC(=O)Nc3ccc(Cl)c(C(F)(F)F)c3)cc2)ccn1. Cell line: ES2. Synergy scores: synergy=-6.90.